The task is: Predict the reactants needed to synthesize the given product.. This data is from Full USPTO retrosynthesis dataset with 1.9M reactions from patents (1976-2016). (1) The reactants are: [CH2:1]([S:6]([O-:9])(=O)=[O:7])[CH2:2][CH2:3][CH:4]=[CH2:5].[Na+].P(Cl)(Cl)([Cl:13])=O. Given the product [CH2:1]([S:6]([Cl:13])(=[O:9])=[O:7])[CH2:2][CH2:3][CH:4]=[CH2:5], predict the reactants needed to synthesize it. (2) Given the product [ClH:28].[CH:19]1([P:12]([CH:6]2[CH2:7][CH2:8][CH2:9][CH2:10][CH2:11]2)[CH:13]2[CH2:18][CH2:17][CH2:16][CH2:15][CH2:14]2)[CH2:20][CH2:21][CH2:22][CH2:23][CH2:24]1, predict the reactants needed to synthesize it. The reactants are: C(=O)=O.[OH-].[Na+].[CH:6]1([P:12](=O)([CH:19]2[CH2:24][CH2:23][CH2:22][CH2:21][CH2:20]2)[CH:13]2[CH2:18][CH2:17][CH2:16][CH2:15][CH2:14]2)[CH2:11][CH2:10][CH2:9][CH2:8][CH2:7]1.C(Cl)([Cl:28])=O. (3) Given the product [C:8]([N:11]1[C:20]2[C:15](=[CH:16][C:17]([C:21]([NH2:23])=[O:22])=[CH:18][CH:19]=2)[C@H:14]([NH:24][C:34]2[C:33]([C:2]#[N:3])=[CH:32][CH:31]=[CH:29][N:30]=2)[C@@H:13]([CH3:25])[C@@H:12]1[CH:26]1[CH2:27][CH2:28]1)(=[O:10])[CH3:9], predict the reactants needed to synthesize it. The reactants are: C[CH2:2][N:3](CC)CC.[C:8]([N:11]1[C:20]2[C:15](=[CH:16][C:17]([C:21]([NH2:23])=[O:22])=[CH:18][CH:19]=2)[C@H:14]([NH2:24])[C@@H:13]([CH3:25])[C@@H:12]1[CH:26]1[CH2:28][CH2:27]1)(=[O:10])[CH3:9].[CH3:29][N:30]1[C:34](=O)[CH2:33][CH2:32][CH2:31]1. (4) Given the product [N:13]1([CH2:12]/[CH:11]=[CH:10]/[C:7]2[CH:8]=[CH:9][C:4]([NH2:1])=[CH:5][CH:6]=2)[CH2:18][CH2:17][O:16][CH2:15][CH2:14]1, predict the reactants needed to synthesize it. The reactants are: [N+:1]([C:4]1[CH:9]=[CH:8][C:7](/[CH:10]=[CH:11]/[CH2:12][N:13]2[CH2:18][CH2:17][O:16][CH2:15][CH2:14]2)=[CH:6][CH:5]=1)([O-])=O.O.O.[Sn](Cl)Cl.C(OCC)(=O)C.C(=O)([O-])O.[Na+]. (5) Given the product [NH:28]1[C:29]2[C:25](=[CH:24][C:23]([NH:22][C:2]3[N:3]=[CH:4][C:5]4[N:6]([CH3:21])[C:7](=[O:20])[C:8]([F:19])([F:18])[CH2:9][N:10]([CH:13]5[CH2:17][CH2:16][CH2:15][CH2:14]5)[C:11]=4[N:12]=3)=[CH:31][CH:30]=2)[CH:26]=[CH:27]1, predict the reactants needed to synthesize it. The reactants are: Cl[C:2]1[N:3]=[CH:4][C:5]2[N:6]([CH3:21])[C:7](=[O:20])[C:8]([F:19])([F:18])[CH2:9][N:10]([CH:13]3[CH2:17][CH2:16][CH2:15][CH2:14]3)[C:11]=2[N:12]=1.[NH2:22][C:23]1[CH:24]=[C:25]2[C:29](=[CH:30][CH:31]=1)[NH:28][CH:27]=[CH:26]2. (6) Given the product [F:44][C:34]1[CH:33]=[C:32]([C:30]2[O:29][N:28]=[C:27]([C:24]3[CH:25]=[CH:26][C:21]([CH2:20][N:17]4[CH2:16][CH2:15][C:14]([C:45](=[O:53])[NH:46][N:47]5[CH2:52][CH2:51][CH2:50][CH2:49][CH2:48]5)([C:12]([OH:13])=[O:11])[CH2:19][CH2:18]4)=[CH:22][CH:23]=3)[N:31]=2)[CH:37]=[CH:36][C:35]=1[C:38]1[CH:43]=[CH:42][CH:41]=[CH:40][CH:39]=1, predict the reactants needed to synthesize it. The reactants are: O.[OH-].[Li+].C([O:11][C:12]([C:14]1([C:45](=[O:53])[NH:46][N:47]2[CH2:52][CH2:51][CH2:50][CH2:49][CH2:48]2)[CH2:19][CH2:18][N:17]([CH2:20][C:21]2[CH:26]=[CH:25][C:24]([C:27]3[N:31]=[C:30]([C:32]4[CH:37]=[CH:36][C:35]([C:38]5[CH:43]=[CH:42][CH:41]=[CH:40][CH:39]=5)=[C:34]([F:44])[CH:33]=4)[O:29][N:28]=3)=[CH:23][CH:22]=2)[CH2:16][CH2:15]1)=[O:13])C1C=CC=CC=1. (7) The reactants are: C(NC(C)C)(C)C.C([Li])CCC.[CH3:13][O:14][C:15](=[O:28])[CH2:16][C:17]1[CH:22]=[CH:21][CH:20]=[C:19]([S:23][C:24]([F:27])([F:26])[F:25])[CH:18]=1.I[CH2:30][CH:31]1[CH2:35][CH2:34][CH2:33][CH2:32]1. Given the product [CH3:13][O:14][C:15](=[O:28])[CH:16]([C:17]1[CH:22]=[CH:21][CH:20]=[C:19]([S:23][C:24]([F:27])([F:25])[F:26])[CH:18]=1)[CH2:30][CH:31]1[CH2:35][CH2:34][CH2:33][CH2:32]1, predict the reactants needed to synthesize it. (8) Given the product [NH2:7][C:8]1[S:9][CH2:10][C@@H:11]2[C@@H:16]([C:17]([F:19])([F:20])[F:18])[O:15][CH2:14][C@:12]2([C:21]2[CH:26]=[C:25]([NH:27][C:38](=[O:39])[C:35]3[CH:34]=[CH:33][C:32]([O:31][CH3:30])=[CH:37][N:36]=3)[CH:24]=[CH:23][C:22]=2[F:28])[N:13]=1, predict the reactants needed to synthesize it. The reactants are: C(OC(=O)[NH:7][C:8]1[S:9][CH2:10][C@@H:11]2[C@@H:16]([C:17]([F:20])([F:19])[F:18])[O:15][CH2:14][C@:12]2([C:21]2[CH:26]=[C:25]([NH2:27])[CH:24]=[CH:23][C:22]=2[F:28])[N:13]=1)(C)(C)C.[CH3:30][O:31][C:32]1[CH:33]=[CH:34][C:35]([C:38](O)=[O:39])=[N:36][CH:37]=1. (9) Given the product [CH2:1]([N:8]([CH3:19])[CH:9]1[CH2:18][CH2:17][C:12](=[O:13])[CH2:11][CH2:10]1)[C:2]1[CH:7]=[CH:6][CH:5]=[CH:4][CH:3]=1, predict the reactants needed to synthesize it. The reactants are: [CH2:1]([N:8]([CH3:19])[CH:9]1[CH2:18][CH2:17][C:12]2(OCC[O:13]2)[CH2:11][CH2:10]1)[C:2]1[CH:7]=[CH:6][CH:5]=[CH:4][CH:3]=1.Cl.